From a dataset of NCI-60 drug combinations with 297,098 pairs across 59 cell lines. Regression. Given two drug SMILES strings and cell line genomic features, predict the synergy score measuring deviation from expected non-interaction effect. (1) Drug 1: CC12CCC(CC1=CCC3C2CCC4(C3CC=C4C5=CN=CC=C5)C)O. Drug 2: C1C(C(OC1N2C=C(C(=O)NC2=O)F)CO)O. Cell line: SF-268. Synergy scores: CSS=9.59, Synergy_ZIP=-7.16, Synergy_Bliss=-14.7, Synergy_Loewe=-27.4, Synergy_HSA=-14.8. (2) Drug 1: CC1=C(C=C(C=C1)NC(=O)C2=CC=C(C=C2)CN3CCN(CC3)C)NC4=NC=CC(=N4)C5=CN=CC=C5. Drug 2: CS(=O)(=O)CCNCC1=CC=C(O1)C2=CC3=C(C=C2)N=CN=C3NC4=CC(=C(C=C4)OCC5=CC(=CC=C5)F)Cl. Cell line: RXF 393. Synergy scores: CSS=-3.79, Synergy_ZIP=0.974, Synergy_Bliss=0.270, Synergy_Loewe=-8.68, Synergy_HSA=-8.10. (3) Drug 1: C(=O)(N)NO. Drug 2: C(CCl)NC(=O)N(CCCl)N=O. Cell line: KM12. Synergy scores: CSS=7.27, Synergy_ZIP=-1.13, Synergy_Bliss=5.72, Synergy_Loewe=-4.15, Synergy_HSA=-1.95. (4) Drug 1: C1=NC2=C(N=C(N=C2N1C3C(C(C(O3)CO)O)F)Cl)N. Drug 2: COCCOC1=C(C=C2C(=C1)C(=NC=N2)NC3=CC=CC(=C3)C#C)OCCOC.Cl. Cell line: KM12. Synergy scores: CSS=13.0, Synergy_ZIP=0.662, Synergy_Bliss=2.29, Synergy_Loewe=2.27, Synergy_HSA=2.18. (5) Drug 1: C1=NC2=C(N1)C(=S)N=C(N2)N. Drug 2: CCC1=C2CN3C(=CC4=C(C3=O)COC(=O)C4(CC)O)C2=NC5=C1C=C(C=C5)O. Cell line: SNB-19. Synergy scores: CSS=33.5, Synergy_ZIP=-2.09, Synergy_Bliss=-2.16, Synergy_Loewe=-14.7, Synergy_HSA=-1.42. (6) Drug 1: COC1=NC(=NC2=C1N=CN2C3C(C(C(O3)CO)O)O)N. Drug 2: CCC1(C2=C(COC1=O)C(=O)N3CC4=CC5=C(C=CC(=C5CN(C)C)O)N=C4C3=C2)O.Cl. Cell line: SF-539. Synergy scores: CSS=47.7, Synergy_ZIP=1.15, Synergy_Bliss=2.37, Synergy_Loewe=-47.1, Synergy_HSA=1.03.